From a dataset of Catalyst prediction with 721,799 reactions and 888 catalyst types from USPTO. Predict which catalyst facilitates the given reaction. Reactant: [CH2:1]1[C:3]2([CH2:8][C:7](=[O:9])[CH2:6][CH2:5][NH:4]2)[CH2:2]1.[CH3:10][C:11]([O:14][C:15](O[C:15]([O:14][C:11]([CH3:13])([CH3:12])[CH3:10])=[O:16])=[O:16])([CH3:13])[CH3:12].C([O-])(O)=O.[Na+]. Product: [O:9]=[C:7]1[CH2:8][C:3]2([CH2:2][CH2:1]2)[N:4]([C:15]([O:14][C:11]([CH3:13])([CH3:12])[CH3:10])=[O:16])[CH2:5][CH2:6]1. The catalyst class is: 64.